Dataset: Forward reaction prediction with 1.9M reactions from USPTO patents (1976-2016). Task: Predict the product of the given reaction. (1) Given the reactants [Br:1][C:2]1[C:3]([S:9]([NH:12][C:13]2[CH:21]=[CH:20][C:16]([C:17]([OH:19])=[O:18])=[C:15]([OH:22])[CH:14]=2)(=[O:11])=[O:10])=[C:4]([Cl:8])[S:5][C:6]=1[Cl:7].[CH3:23][O:24][CH2:25][CH2:26]O, predict the reaction product. The product is: [Br:1][C:2]1[C:3]([S:9]([NH:12][C:13]2[CH:21]=[CH:20][C:16]([C:17]([O:19][CH2:26][CH2:25][O:24][CH3:23])=[O:18])=[C:15]([OH:22])[CH:14]=2)(=[O:10])=[O:11])=[C:4]([Cl:8])[S:5][C:6]=1[Cl:7]. (2) Given the reactants C[O:2][C:3](=[O:38])[C:4]([C:7]1[CH:12]=[CH:11][C:10]([N:13]([C:35](=[O:37])[CH3:36])[CH:14]2[C:23]3[C:18](=[CH:19][CH:20]=[CH:21][CH:22]=3)[N:17]([C:24](=[O:33])[C:25]3[CH:30]=[CH:29][C:28]([O:31][CH3:32])=[CH:27][CH:26]=3)[CH:16]([CH3:34])[CH2:15]2)=[CH:9][CH:8]=1)([CH3:6])[CH3:5].C(N([C@H]1C2C(=CC=CC=2)N(C(=O)C2C=CC(OC)=CC=2)[C@@H](C)C1)C1C=CC(OCC(O)=O)=CC=1)(=O)C.COC(=O)COC1C=CC(Br)=CC=1, predict the reaction product. The product is: [C:35]([N:13]([C@H:14]1[C:23]2[C:18](=[CH:19][CH:20]=[CH:21][CH:22]=2)[N:17]([C:24](=[O:33])[C:25]2[CH:30]=[CH:29][C:28]([O:31][CH3:32])=[CH:27][CH:26]=2)[C@@H:16]([CH3:34])[CH2:15]1)[C:10]1[CH:11]=[CH:12][C:7]([C:4]([CH3:6])([CH3:5])[C:3]([OH:38])=[O:2])=[CH:8][CH:9]=1)(=[O:37])[CH3:36]. (3) Given the reactants [S:1]1[C:5]2[CH:6]=[C:7]([N:10]3[CH2:14][CH2:13][NH:12][C:11]3=[O:15])[CH:8]=[CH:9][C:4]=2[N:3]=[CH:2]1.CNC1C[CH2:22][CH2:21][CH2:20][CH:19]1[NH:24][CH3:25].P([O-])([O-])([O-])=O.[K+].[K+].[K+].O1[CH2:39][CH2:38]OCC1, predict the reaction product. The product is: [S:1]1[C:5]2[CH:6]=[C:7]([N:10]3[CH2:14][CH2:13][N:12]([C:5]4[CH:4]=[N:3][CH:2]=[CH:38][C:39]=4[CH2:25][N:24]4[CH2:19][CH2:20][CH2:21][CH2:22]4)[C:11]3=[O:15])[CH:8]=[CH:9][C:4]=2[N:3]=[CH:2]1. (4) Given the reactants [N:1]([CH2:4][CH2:5][CH2:6][C:7]1([C:36]2[CH:41]=[CH:40][CH:39]=[CH:38][CH:37]=2)[N:11]([C:12]2[S:13][C:14]3[CH2:15][N:16](C(OC(C)(C)C)=O)[CH2:17][CH2:18][C:19]=3[N:20]=2)[N:10]=[C:9]([C:28]2[CH:33]=[C:32]([F:34])[CH:31]=[CH:30][C:29]=2[F:35])[S:8]1)=[N+:2]=[N-:3].C(O)(C(F)(F)F)=O, predict the reaction product. The product is: [N:1]([CH2:4][CH2:5][CH2:6][C:7]1([C:36]2[CH:41]=[CH:40][CH:39]=[CH:38][CH:37]=2)[N:11]([C:12]2[S:13][C:14]3[CH2:15][NH:16][CH2:17][CH2:18][C:19]=3[N:20]=2)[N:10]=[C:9]([C:28]2[CH:33]=[C:32]([F:34])[CH:31]=[CH:30][C:29]=2[F:35])[S:8]1)=[N+:2]=[N-:3]. (5) Given the reactants [F:1][C:2]1[CH:7]=[CH:6][C:5]([CH:8]2[O:12]C(=O)[NH:10][CH:9]2[CH2:14][C:15]2[CH:20]=[CH:19][CH:18]=[CH:17][C:16]=2[C:21]([F:24])([F:23])[F:22])=[CH:4][CH:3]=1.[OH-].[Na+], predict the reaction product. The product is: [NH2:10][CH:9]([CH2:14][C:15]1[CH:20]=[CH:19][CH:18]=[CH:17][C:16]=1[C:21]([F:24])([F:22])[F:23])[CH:8]([C:5]1[CH:6]=[CH:7][C:2]([F:1])=[CH:3][CH:4]=1)[OH:12]. (6) Given the reactants C([O:3][C:4]([C:6]1[N:7]=[C:8]([NH:11][C:12]2[CH:17]=[CH:16][CH:15]=[CH:14][C:13]=2/[CH:18]=[CH:19]/[C:20]2[C:28]3[C:23](=[CH:24][CH:25]=[CH:26][CH:27]=3)[NH:22][N:21]=2)[S:9][CH:10]=1)=O)C.C(Cl)Cl.[H-].C([Al+]CC(C)C)C(C)C.[C@H](O)(C([O-])=O)[C@@H](O)C([O-])=O.[Na+].[K+], predict the reaction product. The product is: [NH:22]1[C:23]2[C:28](=[CH:27][CH:26]=[CH:25][CH:24]=2)[C:20](/[CH:19]=[CH:18]/[C:13]2[CH:14]=[CH:15][CH:16]=[CH:17][C:12]=2[NH:11][C:8]2[S:9][CH:10]=[C:6]([CH2:4][OH:3])[N:7]=2)=[N:21]1. (7) Given the reactants [CH3:1][N:2]([CH3:18])[C:3]([C:5]1[CH:6]=[N:7][C:8]2[C:13]([C:14]=1[O:15][CH3:16])=[CH:12][C:11](I)=[CH:10][CH:9]=2)=[O:4].C1(C(C2C=CC=CC=2)CCP)C=CC=CC=1.C([SiH](CCCCCC)CCCCCC)CCCCC.CN(C)[CH:56]=[O:57], predict the reaction product. The product is: [CH3:1][N:2]([CH3:18])[C:3]([C:5]1[CH:6]=[N:7][C:8]2[C:13]([C:14]=1[O:15][CH3:16])=[CH:12][C:11]([CH:56]=[O:57])=[CH:10][CH:9]=2)=[O:4]. (8) Given the reactants F[C:2]1[CH:9]=[C:8]([N:10]2[C:22]3[CH:21]=[CH:20][CH:19]=[C:18]([C:23]4[NH:27][C:26]5[CH:28]=[C:29]([F:32])[CH:30]=[CH:31][C:25]=5[N:24]=4)[C:17]=3[C:16]3[C:11]2=[CH:12][CH:13]=[CH:14][CH:15]=3)[CH:7]=[CH:6][C:3]=1[C:4]#[N:5].C(=O)([O-])[O-:34].[K+].[K+].[CH2:39]([NH2:45])[C:40]1[O:44][CH:43]=[CH:42][CH:41]=1.[OH-].[Na+].OO, predict the reaction product. The product is: [F:32][C:29]1[CH:30]=[CH:31][C:25]2[N:24]=[C:23]([C:18]3[C:17]4[C:16]5[C:11](=[CH:12][CH:13]=[CH:14][CH:15]=5)[N:10]([C:8]5[CH:7]=[CH:6][C:3]([C:4]([NH2:5])=[O:34])=[C:2]([NH:45][CH2:39][C:40]6[O:44][CH:43]=[CH:42][CH:41]=6)[CH:9]=5)[C:22]=4[CH:21]=[CH:20][CH:19]=3)[NH:27][C:26]=2[CH:28]=1. (9) The product is: [O:12]1[C:13]2[C:8](=[CH:7][CH:6]=[C:5]([OH:4])[CH:14]=2)[CH:9]=[C:10]([C:15]2[CH:16]=[CH:17][CH:18]=[CH:19][CH:20]=2)[CH2:11]1. Given the reactants C([O:4][C:5]1[CH:14]=[C:13]2[C:8]([CH:9]=[C:10]([C:15]3[CH:20]=[CH:19][CH:18]=[CH:17][CH:16]=3)[CH2:11][O:12]2)=[CH:7][CH:6]=1)(=O)C.N1C=CN=C1.O1C2C(=CC=C(O)C=2)C=C(C2C=CC(O)=CC=2)C1, predict the reaction product.